From a dataset of Full USPTO retrosynthesis dataset with 1.9M reactions from patents (1976-2016). Predict the reactants needed to synthesize the given product. (1) Given the product [NH2:1][C:2]1[C:3]([O:17][CH2:18][CH:19]2[CH2:24][CH2:23][NH:22][CH2:21][CH2:20]2)=[CH:4][C:5]([NH:8][C:9]2[N:10]=[CH:11][C:12]([C:15]#[N:16])=[N:13][CH:14]=2)=[N:6][CH:7]=1, predict the reactants needed to synthesize it. The reactants are: [NH2:1][C:2]1[C:3]([O:17][CH2:18][CH:19]2[CH2:24][CH2:23][N:22](C(OC(C)(C)C)=O)[CH2:21][CH2:20]2)=[CH:4][C:5]([NH:8][C:9]2[CH:14]=[N:13][C:12]([C:15]#[N:16])=[CH:11][N:10]=2)=[N:6][CH:7]=1.FC(F)(F)C(O)=O. (2) Given the product [CH3:12][O:11][C:9](=[O:10])[CH2:8][C:4]1[CH:3]=[C:2]([C:21]2[CH2:26][CH2:25][N:24]([C:27]([O:29][C:30]([CH3:33])([CH3:32])[CH3:31])=[O:28])[CH2:23][CH:22]=2)[CH:7]=[CH:6][CH:5]=1, predict the reactants needed to synthesize it. The reactants are: Br[C:2]1[CH:3]=[C:4]([CH2:8][C:9]([O:11][CH3:12])=[O:10])[CH:5]=[CH:6][CH:7]=1.CC1(C)C(C)(C)OB([C:21]2[CH2:26][CH2:25][N:24]([C:27]([O:29][C:30]([CH3:33])([CH3:32])[CH3:31])=[O:28])[CH2:23][CH:22]=2)O1.C([O-])([O-])=O.[K+].[K+]. (3) Given the product [Cl:1][C:2]1[C:16]2[C:11](=[CH:12][CH:13]=[CH:14][CH:15]=2)[C:5]2[O:6][CH:7]([CH2:9][NH:10][C:27](=[O:28])[O:29][CH2:30][C:31]3[CH:36]=[CH:35][CH:34]=[CH:33][CH:32]=3)[CH2:8][C:4]=2[CH:3]=1, predict the reactants needed to synthesize it. The reactants are: [Cl:1][C:2]1[C:16]2[C:11](=[CH:12][CH:13]=[CH:14][CH:15]=2)[C:5]2[O:6][CH:7]([CH2:9][NH2:10])[CH2:8][C:4]=2[CH:3]=1.C(N(C(C)C)CC)(C)C.Cl[C:27]([O:29][CH2:30][C:31]1[CH:36]=[CH:35][CH:34]=[CH:33][CH:32]=1)=[O:28].O1C(CNC(=O)OCC2C=CC=CC=2)CC2C=CC3CCCC=3C1=2. (4) Given the product [CH:1]1([CH2:4][CH:5]([NH:6][C:24]2[CH:33]=[CH:32][C:27]([C:28]([O:30][CH3:31])=[O:29])=[CH:26][N:25]=2)[C:7]2[CH:12]=[CH:11][C:10]([C:13]3[CH:14]=[CH:15][C:16]([C:19]([F:20])([F:21])[F:22])=[CH:17][CH:18]=3)=[CH:9][CH:8]=2)[CH2:3][CH2:2]1, predict the reactants needed to synthesize it. The reactants are: [CH:1]1([CH2:4][CH:5]([C:7]2[CH:12]=[CH:11][C:10]([C:13]3[CH:18]=[CH:17][C:16]([C:19]([F:22])([F:21])[F:20])=[CH:15][CH:14]=3)=[CH:9][CH:8]=2)[NH2:6])[CH2:3][CH2:2]1.F[C:24]1[CH:33]=[CH:32][C:27]([C:28]([O:30][CH3:31])=[O:29])=[CH:26][N:25]=1.C(=O)([O-])[O-].[K+].[K+]. (5) The reactants are: [N+:1]([C:4]1[CH:5]=[CH:6][C:7]([C:10]2[CH:17]=[CH:16][C:13]([CH:14]=O)=[CH:12][CH:11]=2)=[N:8][CH:9]=1)([O-:3])=[O:2].N1(C2C=C[C:26]([CH:27]=[O:28])=CC=2)C=CC=N1. Given the product [N+:1]([C:4]1[CH:5]=[CH:6][C:7]([C:10]2[CH:17]=[CH:16][C:13]([CH:14]=[CH:26][CH:27]=[O:28])=[CH:12][CH:11]=2)=[N:8][CH:9]=1)([O-:3])=[O:2], predict the reactants needed to synthesize it. (6) Given the product [CH2:15]([C:2]1[CH:10]=[CH:9][C:5]2=[N:6][O:7][N:8]=[C:4]2[CH:3]=1)[CH:14]=[CH2:13], predict the reactants needed to synthesize it. The reactants are: Br[C:2]1[CH:10]=[CH:9][C:5]2=[N:6][O:7][N:8]=[C:4]2[CH:3]=1.[Cl-].[Li+].[CH2:13]([Sn](CCCC)(CCCC)CCCC)[CH:14]=[CH2:15].C1(C)C=CC=CC=1. (7) The reactants are: Br[C:2]1[S:3][C:4](Br)=[CH:5][CH:6]=1.[CH3:8][O:9][C:10]1[CH:11]=[C:12](B(O)O)[CH:13]=[CH:14][C:15]=1[O:16][CH3:17].[C:21]([O-:24])([O-])=O.[Na+].[Na+]. Given the product [CH3:8][O:9][C:10]1[CH:11]=[C:12]([C:2]2[S:3][C:4]([C:13]3[CH:12]=[CH:11][C:10]([O:9][CH3:8])=[C:15]([O:24][CH3:21])[CH:14]=3)=[CH:5][CH:6]=2)[CH:13]=[CH:14][C:15]=1[O:16][CH3:17], predict the reactants needed to synthesize it.